Dataset: Forward reaction prediction with 1.9M reactions from USPTO patents (1976-2016). Task: Predict the product of the given reaction. (1) The product is: [CH2:15]([O:7][C:5]1[CH2:6][O:1][CH2:2][C:3](=[O:8])[CH:4]=1)[CH3:16]. Given the reactants [O:1]1[CH2:6][C:5](=[O:7])[CH2:4][C:3](=[O:8])[CH2:2]1.[Na].S(=O)(=O)(O)O.[CH2:15](O)[CH3:16], predict the reaction product. (2) Given the reactants [Cl:1][C:2]1[C:7]([Cl:8])=[CH:6][CH:5]=[CH:4][C:3]=1[S:9]([NH:12][C:13]1[C:18]([O:19][CH3:20])=[N:17][C:16]([F:21])=[C:15]([N+:22]([O-])=O)[N:14]=1)(=[O:11])=[O:10], predict the reaction product. The product is: [NH2:22][C:15]1[N:14]=[C:13]([NH:12][S:9]([C:3]2[CH:4]=[CH:5][CH:6]=[C:7]([Cl:8])[C:2]=2[Cl:1])(=[O:11])=[O:10])[C:18]([O:19][CH3:20])=[N:17][C:16]=1[F:21]. (3) The product is: [O:1]1[CH2:4][CH:3]([NH:5][C:7]2[CH2:11][S:10][C:9](=[O:12])[N:8]=2)[CH2:2]1. Given the reactants [O:1]1[CH2:4][CH:3]([NH2:5])[CH2:2]1.S=[C:7]1[CH2:11][S:10][C:9](=[O:12])[NH:8]1, predict the reaction product. (4) Given the reactants CC1(C)C2C(=CN=CC=2)[NH:4]C1=O.Br[C:14]1[CH:15]=[N:16][CH:17]=[CH:18][C:19]=1[C:20]([CH2:28][CH3:29])([CH2:26][CH3:27])[C:21](OCC)=[O:22], predict the reaction product. The product is: [CH2:26]([C:20]1([CH2:28][CH3:29])[C:19]2[C:14](=[CH:15][N:16]=[CH:17][CH:18]=2)[NH:4][C:21]1=[O:22])[CH3:27]. (5) Given the reactants [Br:1][C:2]1[CH:3]=[C:4]([CH:8]([OH:14])[C:9]([N:11]([CH3:13])[CH3:12])=[O:10])[CH:5]=[N:6][CH:7]=1.C1C=C(Cl)C=C(C(OO)=[O:23])C=1.C(O)(=O)C1C=CC=CC=1, predict the reaction product. The product is: [Br:1][C:2]1[CH:3]=[C:4]([CH:8]([OH:14])[C:9]([N+:11]([O-:23])([CH3:12])[CH3:13])=[O:10])[CH:5]=[N:6][CH:7]=1. (6) The product is: [OH:1][C:2]1[C:3]([CH3:18])=[C:4]2[C:9](=[C:10]([CH3:13])[C:11]=1[CH3:12])[O:8][C:7]([CH3:17])([C:14]([N:21]([CH3:22])[CH3:20])=[O:15])[CH2:6][CH2:5]2. Given the reactants [OH:1][C:2]1[C:3]([CH3:18])=[C:4]2[C:9](=[C:10]([CH3:13])[C:11]=1[CH3:12])[O:8][C:7]([CH3:17])([C:14](O)=[O:15])[CH2:6][CH2:5]2.C1N=[CH:22][N:21](C(N2C=NC=C2)=O)[CH:20]=1.CNC.C1COCC1, predict the reaction product. (7) Given the reactants [F:1][C:2]1[CH:7]=[CH:6][C:5]([N:8]2[CH2:13][CH2:12][N:11]([C@H:14]3[CH2:18][CH2:17][C@H:16]([C:19]([O:21]CC4C=CC=CC=4)=[O:20])[CH2:15]3)[CH2:10][CH2:9]2)=[CH:4][CH:3]=1, predict the reaction product. The product is: [F:1][C:2]1[CH:3]=[CH:4][C:5]([N:8]2[CH2:13][CH2:12][N:11]([C@H:14]3[CH2:18][CH2:17][C@H:16]([C:19]([OH:21])=[O:20])[CH2:15]3)[CH2:10][CH2:9]2)=[CH:6][CH:7]=1.